From a dataset of Reaction yield outcomes from USPTO patents with 853,638 reactions. Predict the reaction yield, written as a fraction of the theoretical maximum amount of product (1.0 means a 100% yield; for example, 0.34 means a 34% yield). (1) The reactants are [K].[K].[C:3]12([C:13]3[CH:18]=[C:17]([C:19]45[CH2:28][CH:23]6[CH2:24][CH:25]([CH2:27][CH:21]([CH2:22]6)[CH2:20]4)[CH2:26]5)[C:16]([O:29][C:30]4[CH:35]=[CH:34][C:33]([C:36]([OH:38])=[O:37])=[CH:32][CH:31]=4)=[CH:15][C:14]=3[O:39][C:40]3[CH:45]=[CH:44][C:43]([C:46]([OH:48])=[O:47])=[CH:42][CH:41]=3)[CH2:12][CH:7]3[CH2:8][CH:9]([CH2:11][CH:5]([CH2:6]3)[CH2:4]1)[CH2:10]2.[Cl:49]CCCl.S(Cl)([Cl:55])=O.C1(C=CC(O)=CC=1)O. The catalyst is CN(C)C=O. The product is [Cl-:49].[Cl-:55].[C:3]12([C:13]3[CH:18]=[C:17]([C:19]45[CH2:20][CH:21]6[CH2:27][CH:25]([CH2:24][CH:23]([CH2:22]6)[CH2:28]4)[CH2:26]5)[C:16]([O:29][C:30]4[CH:31]=[CH:32][C:33]([C:36]([OH:38])=[O:37])=[CH:34][CH:35]=4)=[CH:15][C:14]=3[O:39][C:40]3[CH:45]=[CH:44][C:43]([C:46]([OH:48])=[O:47])=[CH:42][CH:41]=3)[CH2:12][CH:7]3[CH2:8][CH:9]([CH2:11][CH:5]([CH2:6]3)[CH2:4]1)[CH2:10]2. The yield is 0.660. (2) The reactants are [Cl-].O[NH3+:3].[C:4](=[O:7])([O-])[OH:5].[Na+].CS(C)=O.[C:13]([O:17][C:18]1[CH:23]=[CH:22][C:21]([N:24]2[C:29](=[O:30])[C:28]([CH2:31][C:32]3[CH:37]=[CH:36][C:35]([C:38]4[C:39]([C:44]#[N:45])=[CH:40][CH:41]=[CH:42][CH:43]=4)=[CH:34][CH:33]=3)=[C:27]([CH2:46][CH2:47][CH2:48][CH3:49])[N:26]=[C:25]2[CH3:50])=[CH:20][CH:19]=1)([CH3:16])([CH3:15])[CH3:14]. The catalyst is O. The product is [C:13]([O:17][C:18]1[CH:19]=[CH:20][C:21]([N:24]2[C:29](=[O:30])[C:28]([CH2:31][C:32]3[CH:33]=[CH:34][C:35]([C:38]4[CH:43]=[CH:42][CH:41]=[CH:40][C:39]=4[C:44]4[NH:3][C:4](=[O:7])[O:5][N:45]=4)=[CH:36][CH:37]=3)=[C:27]([CH2:46][CH2:47][CH2:48][CH3:49])[N:26]=[C:25]2[CH3:50])=[CH:22][CH:23]=1)([CH3:16])([CH3:15])[CH3:14]. The yield is 0.480. (3) The reactants are F[C:2]1[CH:7]=[CH:6][C:5]([N+:8]([O-:10])=[O:9])=[CH:4][CH:3]=1.[C:11]([O:15][C:16]([N:18]1[CH2:23][CH2:22][NH:21][CH2:20][CH2:19]1)=[O:17])([CH3:14])([CH3:13])[CH3:12].C(N(CC)C(C)C)(C)C.CCOCC. The catalyst is C(OCC)(=O)C. The product is [C:11]([O:15][C:16]([N:18]1[CH2:23][CH2:22][N:21]([C:2]2[CH:7]=[CH:6][C:5]([N+:8]([O-:10])=[O:9])=[CH:4][CH:3]=2)[CH2:20][CH2:19]1)=[O:17])([CH3:14])([CH3:12])[CH3:13]. The yield is 0.770. (4) The reactants are [C:1]1([C:33]2[CH:38]=[CH:37][CH:36]=[CH:35][CH:34]=2)[CH:6]=[CH:5][C:4]([CH2:7][CH2:8][NH:9][C:10]([C:12]2[CH:32]=[CH:31][C:15]([O:16][C:17]3[CH:26]=[C:25]4[C:20]([CH:21]([C:27]([OH:29])=[O:28])[CH2:22][CH2:23][O:24]4)=[CH:19][C:18]=3[Cl:30])=[CH:14][CH:13]=2)=[O:11])=[CH:3][CH:2]=1.C[O-].[Na+:41].CO. The catalyst is CO.C1COCC1. The product is [C:1]1([C:33]2[CH:34]=[CH:35][CH:36]=[CH:37][CH:38]=2)[CH:2]=[CH:3][C:4]([CH2:7][CH2:8][NH:9][C:10]([C:12]2[CH:13]=[CH:14][C:15]([O:16][C:17]3[CH:26]=[C:25]4[C:20]([CH:21]([C:27]([O-:29])=[O:28])[CH2:22][CH2:23][O:24]4)=[CH:19][C:18]=3[Cl:30])=[CH:31][CH:32]=2)=[O:11])=[CH:5][CH:6]=1.[Na+:41]. The yield is 1.02. (5) The reactants are [CH2:1]([O:8][C:9]1[CH:14]=[C:13]([O:15][CH2:16][C:17]2[CH:22]=[CH:21][CH:20]=[CH:19][CH:18]=2)[CH:12]=[CH:11][C:10]=1[CH2:23][CH2:24][C:25](OCC1C=CC=CC=1)=[O:26])[C:2]1[CH:7]=[CH:6][CH:5]=[CH:4][CH:3]=1.[H-].[H-].[H-].[H-].[Li+].[Al+3].O. The catalyst is O1CCCC1. The product is [CH2:1]([O:8][C:9]1[CH:14]=[C:13]([O:15][CH2:16][C:17]2[CH:22]=[CH:21][CH:20]=[CH:19][CH:18]=2)[CH:12]=[CH:11][C:10]=1[CH2:23][CH2:24][CH2:25][OH:26])[C:2]1[CH:3]=[CH:4][CH:5]=[CH:6][CH:7]=1. The yield is 0.820. (6) The reactants are [Cl:1][C:2]1[CH:3]=[C:4]2[C:13](=[C:14]3[C:19]=1[CH:18]=[CH:17][CH:16]=[N:15]3)[NH:12][S:11](=[O:21])(=[O:20])[C:10]1[C:5]2=[CH:6][C:7](F)=[CH:8][CH:9]=1.[CH3:23][CH2:24][OH:25].[H-].[Na+]. The catalyst is CN1C(=O)CCC1. The product is [Cl:1][C:2]1[CH:3]=[C:4]2[C:13](=[C:14]3[C:19]=1[CH:18]=[CH:17][CH:16]=[N:15]3)[NH:12][S:11](=[O:21])(=[O:20])[C:10]1[C:5]2=[CH:6][C:7]([O:25][CH2:24][CH3:23])=[CH:8][CH:9]=1. The yield is 0.0900. (7) The reactants are [CH:1]1([C:4]2[CH:9]=[CH:8][N:7]=[CH:6][C:5]=2[N:10]2[CH2:14][CH2:13][NH:12][C:11]2=[O:15])[CH2:3][CH2:2]1.Br[C:17]1[CH:18]=[C:19]2[C:23](=[CH:24][CH:25]=1)[CH2:22][CH2:21][CH2:20]2.CN[C@@H]1CCCC[C@H]1NC.P([O-])([O-])([O-])=O.[K+].[K+].[K+]. The yield is 0.0800. The product is [CH:1]1([C:4]2[CH:9]=[CH:8][N:7]=[CH:6][C:5]=2[N:10]2[CH2:14][CH2:13][N:12]([C:17]3[CH:18]=[C:19]4[C:23](=[CH:24][CH:25]=3)[CH2:22][CH2:21][CH2:20]4)[C:11]2=[O:15])[CH2:3][CH2:2]1. The catalyst is [Cu](I)I.O1CCOCC1. (8) The reactants are [H-].[Al+3].[Li+].[H-].[H-].[H-].C(OCC)(=O)C.N1(C(N)=O)CCOCC1.[Br:22][C:23]1[CH:24]=[C:25]([C:29](O)=[O:30])[CH:26]=[N:27][CH:28]=1.S(=O)(=O)(O)O. The catalyst is C1COCC1. The product is [Br:22][C:23]1[CH:28]=[N:27][CH:26]=[C:25]([CH:24]=1)[CH:29]=[O:30]. The yield is 0.557.